Dataset: Reaction yield outcomes from USPTO patents with 853,638 reactions. Task: Predict the reaction yield, written as a fraction of the theoretical maximum amount of product (1.0 means a 100% yield; for example, 0.34 means a 34% yield). (1) The reactants are CCN=C=NCCCN(C)C.Cl.[CH3:13][NH:14][CH2:15][C:16]1[S:24][C:23]2[N:22]=[CH:21][CH:20]=[CH:19][C:18]=2[CH:17]=1.[NH2:25][C:26]1[N:31]=[CH:30][C:29](/[CH:32]=[CH:33]/[C:34]([OH:36])=O)=[CH:28][CH:27]=1.C1C=CC2N(O)N=NC=2C=1.C(N(CC)CC)C. The catalyst is CN(C=O)C.O. The product is [NH2:25][C:26]1[N:31]=[CH:30][C:29](/[CH:32]=[CH:33]/[C:34]([N:14]([CH3:13])[CH2:15][C:16]2[S:24][C:23]3[N:22]=[CH:21][CH:20]=[CH:19][C:18]=3[CH:17]=2)=[O:36])=[CH:28][CH:27]=1. The yield is 0.610. (2) The reactants are OC(C(F)(F)F)=O.[F:8][C:9]1[CH:10]=[C:11]([C:15]2[N:20]=[CH:19][C:18]([C:21]([NH:23][C@H:24]3[C@@H:28]([OH:29])[CH2:27][NH:26][CH2:25]3)=[O:22])=[CH:17][N:16]=2)[CH:12]=[CH:13][CH:14]=1.Cl[C:31]1[CH:36]=[C:35]([C:37]([C:39]2[S:40][CH:41]=[CH:42][N:43]=2)=[O:38])[CH:34]=[CH:33][N:32]=1. The catalyst is C(O)CCC. The product is [F:8][C:9]1[CH:10]=[C:11]([C:15]2[N:20]=[CH:19][C:18]([C:21]([NH:23][C@H:24]3[C@@H:28]([OH:29])[CH2:27][N:26]([C:31]4[CH:36]=[C:35]([C:37]([C:39]5[S:40][CH:41]=[CH:42][N:43]=5)=[O:38])[CH:34]=[CH:33][N:32]=4)[CH2:25]3)=[O:22])=[CH:17][N:16]=2)[CH:12]=[CH:13][CH:14]=1. The yield is 0.340. (3) The reactants are CCN(C(C)C)C(C)C.[Cl:10][CH2:11][O:12][C:13](Cl)=[O:14].[CH3:16][C:17]1[C@@H:34]([O:35][C:36]([C@H:38]([OH:55])[C@@H:39]([NH:46][C:47]([C:49]2[CH:50]=[CH:51][CH:52]=[CH:53][CH:54]=2)=[O:48])[C:40]2[CH:41]=[CH:42][CH:43]=[CH:44][CH:45]=2)=[O:37])[CH2:33][C@:29]2([OH:56])[C:30]([CH3:32])([CH3:31])[C:18]=1[C@@H:19]([O:74][C:75]([CH3:77])=[O:76])[C:20]([C@@:22]1([CH3:73])[C@H:27]([C@@H:28]2[O:57][C:58]([C:60]2[CH:61]=[CH:62][CH:63]=[CH:64][CH:65]=2)=[O:59])[C@:26]2([O:68][C:69]([CH3:71])=[O:70])[CH2:66][O:67][C@@H:25]2[CH2:24][C@@H:23]1[OH:72])=[O:21]. The catalyst is ClCCl. The product is [C:75]([O:74][C@@H:19]1[C:18]2[C:30]([CH3:32])([CH3:31])[C@@:29]([OH:56])([CH2:33][C@H:34]([O:35][C:36](=[O:37])[C@H:38]([O:55][C:13]([O:12][CH2:11][Cl:10])=[O:14])[C@@H:39]([NH:46][C:47](=[O:48])[C:49]3[CH:50]=[CH:51][CH:52]=[CH:53][CH:54]=3)[C:40]3[CH:41]=[CH:42][CH:43]=[CH:44][CH:45]=3)[C:17]=2[CH3:16])[C@@H:28]([O:57][C:58](=[O:59])[C:60]2[CH:61]=[CH:62][CH:63]=[CH:64][CH:65]=2)[C@@H:27]2[C@:26]3([O:68][C:69](=[O:70])[CH3:71])[CH2:66][O:67][C@@H:25]3[CH2:24][C@H:23]([OH:72])[C@@:22]2([CH3:73])[C:20]1=[O:21])(=[O:76])[CH3:77]. The yield is 0.700. (4) The product is [CH3:36][N:20]([CH3:19])[C:21]([C:23]1[CH:24]=[C:25]([CH2:32][C:33]([O:1][CH2:2][C@@:3]2([C:14]([O:16][CH2:17][CH3:18])=[O:15])[C:11]3[C:6](=[CH:7][CH:8]=[CH:9][CH:10]=3)[C:5](=[O:12])[N:4]2[CH3:13])=[O:34])[CH:26]=[CH:27][C:28]=1[N+:29]([O-:31])=[O:30])=[O:22]. The yield is 0.848. The reactants are [OH:1][CH2:2][C@@:3]1([C:14]([O:16][CH2:17][CH3:18])=[O:15])[C:11]2[C:6](=[CH:7][CH:8]=[CH:9][CH:10]=2)[C:5](=[O:12])[N:4]1[CH3:13].[CH3:19][N:20]([CH3:36])[C:21]([C:23]1[CH:24]=[C:25]([CH2:32][C:33](O)=[O:34])[CH:26]=[CH:27][C:28]=1[N+:29]([O-:31])=[O:30])=[O:22].Cl.C(N=C=NCCCN(C)C)C. The catalyst is C(Cl)Cl.CN(C1C=CN=CC=1)C. (5) The reactants are [NH2:1][C:2]1[CH:3]=[C:4]([CH:7]=[CH:8][C:9]=1Cl)[C:5]#[N:6].[K+].C(O[C:15]([S-:17])=[S:16])C.Cl. The catalyst is CN(C=O)C. The product is [SH:17][C:15]1[S:16][C:9]2[CH:8]=[CH:7][C:4]([C:5]#[N:6])=[CH:3][C:2]=2[N:1]=1. The yield is 0.490. (6) The reactants are [CH:1]1([CH2:6][CH:7]([C:16]2[CH:21]=[CH:20][C:19]([O:22]C)=[C:18]([F:24])[CH:17]=2)[C:8]([NH:10][C:11]2[S:12][CH:13]=[CH:14][N:15]=2)=[O:9])[CH2:5][CH2:4][CH2:3][CH2:2]1.B(Br)(Br)Br. The catalyst is C(Cl)Cl. The product is [CH:1]1([CH2:6][CH:7]([C:16]2[CH:21]=[CH:20][C:19]([OH:22])=[C:18]([F:24])[CH:17]=2)[C:8]([NH:10][C:11]2[S:12][CH:13]=[CH:14][N:15]=2)=[O:9])[CH2:5][CH2:4][CH2:3][CH2:2]1. The yield is 0.725. (7) The reactants are [F:1][C:2]1[C:3]2[CH:4]=[C:5]3[C:14]4[N:15]=[C:16]([C:19]5[C:20]([N:38]([CH3:43])[S:39]([CH3:42])(=[O:41])=[O:40])=[CH:21][C:22]6[O:26][C:25]([C:27]7[CH:32]=[CH:31][C:30]([F:33])=[CH:29][CH:28]=7)=[C:24]([C:34]([OH:36])=O)[C:23]=6[CH:37]=5)[CH:17]=[CH:18][C:13]=4[O:12][CH2:11][N:6]3[C:7]=2[CH:8]=[CH:9][CH:10]=1.C1C=CC2N(O)N=[N:50]C=2C=1.CCN=C=NCCCN(C)C.[NH4+].[Cl-]. The catalyst is CN(C=O)C.O.CCN(CC)CC. The product is [F:1][C:2]1[C:3]2[CH:4]=[C:5]3[C:14]4[N:15]=[C:16]([C:19]5[C:20]([N:38]([CH3:43])[S:39]([CH3:42])(=[O:41])=[O:40])=[CH:21][C:22]6[O:26][C:25]([C:27]7[CH:28]=[CH:29][C:30]([F:33])=[CH:31][CH:32]=7)=[C:24]([C:34]([NH2:50])=[O:36])[C:23]=6[CH:37]=5)[CH:17]=[CH:18][C:13]=4[O:12][CH2:11][N:6]3[C:7]=2[CH:8]=[CH:9][CH:10]=1. The yield is 0.900. (8) The reactants are Br.C[O:3][C:4]1[CH:5]=[C:6]2[C:11](=[CH:12][CH:13]=1)[C:10](=[O:14])[C:9]([CH2:16][C:17]([O:19]CC)=[O:18])([CH3:15])[CH2:8][CH2:7]2. The catalyst is O. The product is [OH:3][C:4]1[CH:5]=[C:6]2[C:11](=[CH:12][CH:13]=1)[C:10](=[O:14])[C:9]([CH2:16][C:17]([OH:19])=[O:18])([CH3:15])[CH2:8][CH2:7]2. The yield is 0.730. (9) The reactants are [NH2:1][C@@H:2]([C:6]([OH:8])=[O:7])[C@H:3]([CH3:5])[OH:4].C([O-])([O-])=O.[K+].[K+].Br[CH2:16][CH2:17][C:18]1[C:19]([Cl:27])=[C:20]([CH:23]=[CH:24][C:25]=1F)[C:21]#[N:22]. The catalyst is CS(C)=O. The product is [Cl:27][C:19]1[C:18]([CH:17]=[CH2:16])=[C:25]([NH:1][CH:2]([CH:3]([OH:4])[CH3:5])[C:6]([OH:8])=[O:7])[CH:24]=[CH:23][C:20]=1[C:21]#[N:22]. The yield is 0.970. (10) The reactants are C([Li])CCC.[C:6](#[N:8])[CH3:7].[C:9]([O:13][C:14]([N:16]1[CH2:21][CH2:20][N:19]([C:22]2[CH:27]=[CH:26][CH:25]=[C:24]([C:28]3[C:36]4[C:31](=[CH:32][N:33]=[C:34](Br)[CH:35]=4)[N:30]([CH:38]4[CH2:43][CH2:42][CH2:41][CH2:40][O:39]4)[N:29]=3)[N:23]=2)[CH2:18][CH2:17]1)=[O:15])([CH3:12])([CH3:11])[CH3:10].[NH4+].[Cl-]. The catalyst is CCCCCC.O1CCCC1. The product is [C:6]([CH2:7][C:34]1[CH:35]=[C:36]2[C:28]([C:24]3[N:23]=[C:22]([N:19]4[CH2:20][CH2:21][N:16]([C:14]([O:13][C:9]([CH3:12])([CH3:10])[CH3:11])=[O:15])[CH2:17][CH2:18]4)[CH:27]=[CH:26][CH:25]=3)=[N:29][N:30]([CH:38]3[CH2:43][CH2:42][CH2:41][CH2:40][O:39]3)[C:31]2=[CH:32][N:33]=1)#[N:8]. The yield is 0.170.